Dataset: Full USPTO retrosynthesis dataset with 1.9M reactions from patents (1976-2016). Task: Predict the reactants needed to synthesize the given product. (1) Given the product [C:16]([O:19][C:20]([NH:1][C@@H:4]([C@@H:10]([OH:14])[CH2:11][CH2:12][CH3:13])[C:5]([O:7][CH2:8][CH3:9])=[O:6])=[O:21])([CH3:18])([CH3:17])[CH3:15], predict the reactants needed to synthesize it. The reactants are: [N:1]([C@@H:4]([C@@H:10]([OH:14])[CH2:11][CH2:12][CH3:13])[C:5]([O:7][CH2:8][CH3:9])=[O:6])=[N+]=[N-].[CH3:15][C:16]([O:19][C:20](O[C:20]([O:19][C:16]([CH3:18])([CH3:17])[CH3:15])=[O:21])=[O:21])([CH3:18])[CH3:17]. (2) Given the product [C:3]([N:24]1[CH2:25][CH2:26][CH:21]([N:20]([CH:27]2[CH2:28][CH2:29]2)[C:18]([C:15]2([C:12]3[CH:11]=[CH:10][C:9]([Cl:8])=[CH:14][CH:13]=3)[CH2:16][CH2:17]2)=[O:19])[CH2:22][CH2:23]1)(=[O:4])[CH3:2], predict the reactants needed to synthesize it. The reactants are: F[C:2](F)(F)[C:3](O)=[O:4].[Cl:8][C:9]1[CH:14]=[CH:13][C:12]([C:15]2([C:18]([N:20]([CH:27]3[CH2:29][CH2:28]3)[CH:21]3[CH2:26][CH2:25][NH:24][CH2:23][CH2:22]3)=[O:19])[CH2:17][CH2:16]2)=[CH:11][CH:10]=1.CCN(C(C)C)C(C)C.C(Cl)(=O)C.[NH4+].[Cl-]. (3) Given the product [CH3:9][C:2]([C:10]1([Cl:12])[CH2:11][C:13]1([Br:16])[Br:14])([CH3:1])[C:3]1[CH:4]=[CH:5][CH:6]=[CH:7][CH:8]=1, predict the reactants needed to synthesize it. The reactants are: [CH3:1][C:2]([C:10]([Cl:12])=[CH2:11])([CH3:9])[C:3]1[CH:8]=[CH:7][CH:6]=[CH:5][CH:4]=1.[CH:13]([Br:16])(Br)[Br:14].[OH-].[K+]. (4) Given the product [CH:1]([N:14]1[CH2:19][CH2:18][N:17]([CH2:20][CH:21]2[O:25][C:24](=[O:26])[N:23]([C:27]3[CH:29]=[CH:33][CH:32]=[CH:31][CH:28]=3)[CH2:22]2)[CH2:16][CH2:15]1)([C:8]1[CH:9]=[CH:10][CH:11]=[CH:12][CH:13]=1)[C:2]1[CH:7]=[CH:6][CH:5]=[CH:4][CH:3]=1, predict the reactants needed to synthesize it. The reactants are: [CH:1]([N:14]1[CH2:19][CH2:18][N:17]([CH2:20][CH:21]2[O:25][C:24](=[O:26])[N:23]([CH:27]([CH3:29])[CH3:28])[CH2:22]2)[CH2:16][CH2:15]1)([C:8]1[CH:13]=[CH:12][CH:11]=[CH:10][CH:9]=1)[C:2]1[CH:7]=[CH:6][CH:5]=[CH:4][CH:3]=1.O[CH2:31][CH:32]1OC(=O)N(C2C=CC=CC=2)[CH2:33]1.OCC1OC(=O)N(C(C)C)C1. (5) Given the product [C:40]([O:44][C:45](=[O:46])[NH:47][CH2:48][C:49]1[CH:86]=[CH:85][C:52]2[N:53]([CH2:74][CH2:75][CH2:76][CH2:77][OH:78])[C:54]([CH2:56][N:57]3[C:66]4[C:61](=[CH:62][CH:63]=[CH:64][CH:65]=4)[C:60](=[O:67])[N:59]([CH2:68][C:69]([F:70])([F:72])[F:71])[C:58]3=[O:73])=[N:55][C:51]=2[CH:50]=1)([CH3:43])([CH3:41])[CH3:42], predict the reactants needed to synthesize it. The reactants are: C(OC(=O)NCC1C=CC2N(CCCCO)C(CN3C4C(=CC=CC=4)C(=O)N(C4CC4)C3=O)=NC=2C=1)(C)(C)C.[C:40]([O:44][C:45]([NH:47][CH2:48][C:49]1[CH:86]=[CH:85][C:52]2[N:53]([CH2:74][CH2:75][CH2:76][CH2:77][O:78]C(=O)C(C)(C)C)[C:54]([CH2:56][N:57]3[C:66]4[C:61](=[CH:62][CH:63]=[CH:64][CH:65]=4)[C:60](=[O:67])[N:59]([CH2:68][C:69]([F:72])([F:71])[F:70])[C:58]3=[O:73])=[N:55][C:51]=2[CH:50]=1)=[O:46])([CH3:43])([CH3:42])[CH3:41]. (6) Given the product [O:3]=[C:2]1[NH:1][CH2:7][C:5](=[O:6])[N:4]1[CH2:15][C:16]([O:18][CH2:19][C:20]1[CH:25]=[CH:24][CH:23]=[CH:22][CH:21]=1)=[O:17], predict the reactants needed to synthesize it. The reactants are: [NH:1]1[CH2:7][C:5](=[O:6])[NH:4][C:2]1=[O:3].C(=O)([O-])[O-].[K+].[K+].Br[CH2:15][C:16]([O:18][CH2:19][C:20]1[CH:25]=[CH:24][CH:23]=[CH:22][CH:21]=1)=[O:17].O. (7) Given the product [CH3:1][NH:2][C:3](=[O:18])[C:4]1[CH:9]=[C:8]([Br:10])[C:7]([CH2:11][NH2:12])=[CH:6][C:5]=1[O:15][CH2:16][CH3:17], predict the reactants needed to synthesize it. The reactants are: [CH3:1][NH:2][C:3](=[O:18])[C:4]1[CH:9]=[C:8]([Br:10])[C:7]([CH2:11][N:12]=[N+]=[N-])=[CH:6][C:5]=1[O:15][CH2:16][CH3:17].C1(P(C2C=CC=CC=2)C2C=CC=CC=2)C=CC=CC=1.